This data is from Peptide-MHC class II binding affinity with 134,281 pairs from IEDB. The task is: Regression. Given a peptide amino acid sequence and an MHC pseudo amino acid sequence, predict their binding affinity value. This is MHC class II binding data. (1) The peptide sequence is TNIRQAGVQY. The MHC is DRB1_1302 with pseudo-sequence DRB1_1302. The binding affinity (normalized) is 0.145. (2) The binding affinity (normalized) is 0.714. The MHC is DRB1_0701 with pseudo-sequence DRB1_0701. The peptide sequence is AELQIVDKIDAAFKI. (3) The peptide sequence is QTGIAVLDMCAALKE. The MHC is DRB1_0101 with pseudo-sequence DRB1_0101. The binding affinity (normalized) is 0.809. (4) The peptide sequence is VDSIGMLPRFTP. The MHC is DRB1_1302 with pseudo-sequence DRB1_1302. The binding affinity (normalized) is 0.